Dataset: CYP3A4 inhibition data for predicting drug metabolism from PubChem BioAssay. Task: Regression/Classification. Given a drug SMILES string, predict its absorption, distribution, metabolism, or excretion properties. Task type varies by dataset: regression for continuous measurements (e.g., permeability, clearance, half-life) or binary classification for categorical outcomes (e.g., BBB penetration, CYP inhibition). Dataset: cyp3a4_veith. (1) The drug is C=CCNC(=O)/C(=C\c1ccc2c(c1)OCO2)NC(=O)c1ccc(Br)cc1. The result is 1 (inhibitor). (2) The result is 1 (inhibitor). The molecule is CCCCCC1CC1C(=O)N/N=C/c1ccc(N(C)C)cc1. (3) The molecule is COC(=O)c1c(-c2cc(OC)c(OC)c(OC)c2)c2ccnc(OCc3ncccn3)c2c(=O)n1Cc1ccnc(C)c1. The result is 1 (inhibitor). (4) The drug is CC1(C)OC(=O)N(Cc2ccco2)C1(C)O. The result is 0 (non-inhibitor). (5) The molecule is Nc1nc(Cl)nc2c1ncn2[C@@H]1O[C@@H](COP(=O)([O-])OP(=O)([O-])OP(=O)([O-])[O-])[C@@H](O)[C@H]1O.[Na+].[Na+].[Na+].[Na+]. The result is 0 (non-inhibitor). (6) The compound is Cc1noc(C)c1-c1cc(N(C)C)ncn1. The result is 0 (non-inhibitor).